Predict which catalyst facilitates the given reaction. From a dataset of Catalyst prediction with 721,799 reactions and 888 catalyst types from USPTO. Reactant: [O:1]=[C:2]1[C:11]2[C:6](=[CH:7][C:8]([C:12]([OH:14])=O)=[CH:9][CH:10]=2)[N:5]=[C:4]2[CH2:15][CH2:16][CH2:17][CH2:18][CH2:19][CH2:20][N:3]12.[F:21][C:22]1[CH:31]=[CH:30][C:25]([C:26]([NH:28][NH2:29])=O)=[CH:24][CH:23]=1. Product: [F:21][C:22]1[CH:31]=[CH:30][C:25]([C:26]2[O:14][C:12]([C:8]3[CH:7]=[C:6]4[C:11]([C:2](=[O:1])[N:3]5[CH2:20][CH2:19][CH2:18][CH2:17][CH2:16][CH2:15][C:4]5=[N:5]4)=[CH:10][CH:9]=3)=[N:29][N:28]=2)=[CH:24][CH:23]=1. The catalyst class is: 820.